From a dataset of Peptide-MHC class II binding affinity with 134,281 pairs from IEDB. Regression. Given a peptide amino acid sequence and an MHC pseudo amino acid sequence, predict their binding affinity value. This is MHC class II binding data. (1) The peptide sequence is DESWQQFRQELIPLL. The MHC is DRB3_0101 with pseudo-sequence DRB3_0101. The binding affinity (normalized) is 0.775. (2) The peptide sequence is TTVTERIFREYFEMG. The MHC is DRB1_0101 with pseudo-sequence DRB1_0101. The binding affinity (normalized) is 0.260. (3) The peptide sequence is ASAAILGHDGTVWAQ. The MHC is HLA-DQA10501-DQB10301 with pseudo-sequence HLA-DQA10501-DQB10301. The binding affinity (normalized) is 0.480. (4) The peptide sequence is PLSWSKEIYNYMEPY. The MHC is HLA-DPA10103-DPB10301 with pseudo-sequence HLA-DPA10103-DPB10301. The binding affinity (normalized) is 0. (5) The peptide sequence is PRTKYTATISGLKPG. The MHC is HLA-DPA10103-DPB10301 with pseudo-sequence HLA-DPA10103-DPB10301. The binding affinity (normalized) is 0.309.